This data is from Catalyst prediction with 721,799 reactions and 888 catalyst types from USPTO. The task is: Predict which catalyst facilitates the given reaction. (1) Reactant: [C:1]([C:4]1[C:13]2[C:8](=[CH:9][CH:10]=[CH:11][CH:12]=2)[C:7]([C:14]([OH:16])=O)=[CH:6][CH:5]=1)(=[O:3])[CH3:2].C1N=CN(C(N2C=NC=C2)=O)C=1.Cl.[NH2:30][CH2:31][C:32]([NH:34][CH2:35][C:36]([F:39])([F:38])[F:37])=[O:33]. Product: [C:1]([C:4]1[C:13]2[C:8](=[CH:9][CH:10]=[CH:11][CH:12]=2)[C:7]([C:14]([NH:30][CH2:31][C:32](=[O:33])[NH:34][CH2:35][C:36]([F:39])([F:38])[F:37])=[O:16])=[CH:6][CH:5]=1)(=[O:3])[CH3:2]. The catalyst class is: 10. (2) Reactant: [CH:1]([C:3]1[CH:8]=[CH:7][CH:6]=[CH:5][C:4]=1[NH:9][S:10]([CH3:13])(=[O:12])=[O:11])=O.C(=O)([O-])[O-].[Cs+].[Cs+].[CH3:20][O:21][C:22]1[CH:29]=[CH:28][C:25]([CH2:26]Cl)=[CH:24][CH:23]=1. Product: [CH3:20][O:21][C:22]1[CH:29]=[CH:28][C:25]([CH2:26][N:9]2[C:4]3[CH:5]=[CH:6][CH:7]=[CH:8][C:3]=3[CH:1]=[CH:13][S:10]2(=[O:12])=[O:11])=[CH:24][CH:23]=1. The catalyst class is: 115. (3) Reactant: C(O[C:6](=[O:22])[NH:7][C@H:8]1[CH2:21][C:11]2[NH:12][C:13]3[CH:14]=[CH:15][C:16]([CH:19]=O)=[CH:17][C:18]=3[C:10]=2[CH2:9]1)(C)(C)C.C(=O)([O-])[O-].[K+].[K+].Cl.[CH3:30][O:31][NH2:32]. Product: [CH3:30][O:31][N:32]=[CH:19][C:16]1[CH:15]=[CH:14][C:13]2[NH:12][C:11]3[CH2:21][C@H:8]([NH:7][C:6](=[O:22])[C:10]([CH3:18])([CH3:11])[CH3:9])[CH2:9][C:10]=3[C:18]=2[CH:17]=1. The catalyst class is: 8. (4) Reactant: Br[C:2]1[CH:19]=[CH:18][C:5]([NH:6][C@@H:7]([CH2:14][CH:15]([CH3:17])[CH3:16])[C:8]([NH:10][CH2:11][C:12]#[N:13])=[O:9])=[CH:4][CH:3]=1.[C:20]([O:24][C:25]([N:27]1[CH2:32][CH2:31][N:30]([C:33]2[CH:38]=[CH:37][C:36](B(O)O)=[CH:35][CH:34]=2)[CH2:29][CH2:28]1)=[O:26])([CH3:23])([CH3:22])[CH3:21].C(=O)([O-])[O-].[Na+].[Na+].O. Product: [C:12]([CH2:11][NH:10][C:8]([C@@H:7]([NH:6][C:5]1[CH:18]=[CH:19][C:2]([C:36]2[CH:35]=[CH:34][C:33]([N:30]3[CH2:29][CH2:28][N:27]([C:25]([O:24][C:20]([CH3:23])([CH3:22])[CH3:21])=[O:26])[CH2:32][CH2:31]3)=[CH:38][CH:37]=2)=[CH:3][CH:4]=1)[CH2:14][CH:15]([CH3:17])[CH3:16])=[O:9])#[N:13]. The catalyst class is: 151. (5) Reactant: CC(C)=[O:3].OS(O)(=O)=O.O=[Cr](=O)=O.[OH:14][CH2:15][C:16]1[CH:17]=[C:18]2[CH2:41][C:23]3([C:31]4[C:26](=[N:27][CH:28]=[CH:29][CH:30]=4)[N:25]([CH2:32][O:33][CH2:34][CH2:35][Si:36]([CH3:39])([CH3:38])[CH3:37])[C:24]3=[O:40])[O:22][C:19]2=[N:20][CH:21]=1. Product: [O:40]=[C:24]1[N:25]([CH2:32][O:33][CH2:34][CH2:35][Si:36]([CH3:37])([CH3:38])[CH3:39])[C:26]2=[N:27][CH:28]=[CH:29][CH:30]=[C:31]2[C:23]21[O:22][C:19]1=[N:20][CH:21]=[C:16]([C:15]([OH:3])=[O:14])[CH:17]=[C:18]1[CH2:41]2. The catalyst class is: 21. (6) Reactant: [OH:1][C:2]([CH3:35])([CH3:34])[CH2:3][C@@:4]1([C:28]2[CH:33]=[CH:32][CH:31]=[CH:30][CH:29]=2)[O:9][C:8](=[O:10])[N:7]([C@H:11]([C:13]2[CH:18]=[CH:17][C:16](B3OC(C)(C)C(C)(C)O3)=[CH:15][CH:14]=2)[CH3:12])[CH2:6][CH2:5]1.Br[C:37]1[CH:38]=[CH:39][CH2:40][N:41]([CH:43]([CH3:45])[CH3:44])[CH:42]=1.C([O-])([O-])=[O:47].[Cs+].[Cs+]. Product: [OH:1][C:2]([CH3:35])([CH3:34])[CH2:3][C@@:4]1([C:28]2[CH:33]=[CH:32][CH:31]=[CH:30][CH:29]=2)[O:9][C:8](=[O:10])[N:7]([C@H:11]([C:13]2[CH:14]=[CH:15][C:16]([C:37]3[CH:38]=[CH:39][C:40](=[O:47])[N:41]([CH:43]([CH3:45])[CH3:44])[CH:42]=3)=[CH:17][CH:18]=2)[CH3:12])[CH2:6][CH2:5]1. The catalyst class is: 184.